Dataset: Forward reaction prediction with 1.9M reactions from USPTO patents (1976-2016). Task: Predict the product of the given reaction. (1) Given the reactants [CH2:1]([N:4]1[CH2:9][CH:8]2[CH:6]([C:7]2([C:12]2[CH:13]=[C:14]([CH:16]=[CH:17][CH:18]=2)[NH2:15])[CH2:10][CH3:11])[CH2:5]1)[CH:2]=[CH2:3].C(N(CC)CC)C.[CH3:26][S:27](Cl)(=[O:29])=[O:28], predict the reaction product. The product is: [CH2:1]([N:4]1[CH2:9][CH:8]2[CH:6]([C:7]2([C:12]2[CH:13]=[C:14]([NH:15][S:27]([CH3:26])(=[O:29])=[O:28])[CH:16]=[CH:17][CH:18]=2)[CH2:10][CH3:11])[CH2:5]1)[CH:2]=[CH2:3]. (2) Given the reactants [CH2:1]([O:3][C:4](=[O:14])[CH2:5][C:6]1[CH:11]=[CH:10][C:9]([F:12])=[C:8](Br)[CH:7]=1)[CH3:2].[B:15]1([B:15]2[O:19][C:18]([CH3:21])([CH3:20])[C:17]([CH3:23])([CH3:22])[O:16]2)[O:19][C:18]([CH3:21])([CH3:20])[C:17]([CH3:23])([CH3:22])[O:16]1, predict the reaction product. The product is: [CH2:1]([O:3][C:4](=[O:14])[CH2:5][C:6]1[CH:11]=[CH:10][C:9]([F:12])=[C:8]([B:15]2[O:19][C:18]([CH3:21])([CH3:20])[C:17]([CH3:23])([CH3:22])[O:16]2)[CH:7]=1)[CH3:2]. (3) The product is: [Cl:1][C:2]1[CH:7]=[CH:6][CH:5]=[CH:4][C:3]=1[C:8]1[C:12]([CH2:13][N:19]2[CH2:18][CH2:17][N:16]([C:22]([O:24][C:25]([CH3:28])([CH3:27])[CH3:26])=[O:23])[CH2:21][CH2:20]2)=[CH:11][N:10]([CH3:15])[N:9]=1. Given the reactants [Cl:1][C:2]1[CH:7]=[CH:6][CH:5]=[CH:4][C:3]=1[C:8]1[C:12]([CH:13]=O)=[CH:11][N:10]([CH3:15])[N:9]=1.[N:16]1([C:22]([O:24][C:25]([CH3:28])([CH3:27])[CH3:26])=[O:23])[CH2:21][CH2:20][NH:19][CH2:18][CH2:17]1.C(N(CC)CC)C.C(O[BH-](OC(=O)C)OC(=O)C)(=O)C.[Na+], predict the reaction product. (4) Given the reactants [CH:1]1([CH:7]([N:11]2[CH2:16][CH2:15][C:14]([C:37]3[CH:42]=[CH:41][CH:40]=[C:39]([F:43])[CH:38]=3)([CH2:17][CH2:18][N:19]3[C@H:24]4[CH2:25][CH2:26][C@@H:20]3[CH2:21][CH:22]([N:27]3[C:31]5[CH:32]=[CH:33][CH:34]=[CH:35][C:30]=5[N:29]=[C:28]3[CH3:36])[CH2:23]4)[CH2:13][CH2:12]2)[C:8](O)=[O:9])[CH2:6][CH2:5][CH2:4][CH2:3][CH2:2]1.NO.O[N:47]1C2C=CC=CC=2N=N1.CN1CCOCC1.C(Cl)CCl, predict the reaction product. The product is: [CH:1]1([CH:7]([N:11]2[CH2:12][CH2:13][C:14]([C:37]3[CH:42]=[CH:41][CH:40]=[C:39]([F:43])[CH:38]=3)([CH2:17][CH2:18][N:19]3[C@H:20]4[CH2:26][CH2:25][C@@H:24]3[CH2:23][CH:22]([N:27]3[C:31]5[CH:32]=[CH:33][CH:34]=[CH:35][C:30]=5[N:29]=[C:28]3[CH3:36])[CH2:21]4)[CH2:15][CH2:16]2)[C:8]([NH2:47])=[O:9])[CH2:2][CH2:3][CH2:4][CH2:5][CH2:6]1. (5) Given the reactants C(=O)([O-])[O-].[K+].[K+].[CH2:7](Br)[C:8]#[CH:9].[C:11]([O:15][C:16]([N:18]1[CH2:23][CH2:22][NH:21][CH2:20][CH2:19]1)=[O:17])([CH3:14])([CH3:13])[CH3:12], predict the reaction product. The product is: [C:11]([O:15][C:16]([N:18]1[CH2:23][CH2:22][N:21]([CH2:9][C:8]#[CH:7])[CH2:20][CH2:19]1)=[O:17])([CH3:14])([CH3:12])[CH3:13].